This data is from Full USPTO retrosynthesis dataset with 1.9M reactions from patents (1976-2016). The task is: Predict the reactants needed to synthesize the given product. (1) Given the product [CH3:1][O:2][C:3]([CH:4]1[CH2:5][N:6]([CH2:7][C:8]2[CH:13]=[CH:12][CH:11]=[CH:10][CH:9]=2)[CH2:15][NH:14]1)=[O:22], predict the reactants needed to synthesize it. The reactants are: [CH3:1][O:2][C:3](=[O:22])[CH:4]([NH:14][C:15](OC(C)(C)C)=O)[CH2:5][NH:6][CH2:7][C:8]1[CH:13]=[CH:12][CH:11]=[CH:10][CH:9]=1.Cl.C=O.S([O-])([O-])(=O)=O.[Mg+2].C(=O)([O-])[O-].[K+].[K+]. (2) Given the product [NH2:9][C:6]1[C:7](=[O:20])[NH:8][C:3]([C:1]#[N:2])=[CH:4][CH:5]=1, predict the reactants needed to synthesize it. The reactants are: [C:1]([C:3]1[N:8]=[CH:7][C:6]([NH+:9]([O-])C(=O)C(F)(F)F)=[CH:5][CH:4]=1)#[N:2].FC(F)(F)C(OC(=O)C(F)(F)F)=[O:20].[OH-].[Na+].CC(O)=O. (3) Given the product [C:1]([C:3]1[CH:4]=[C:5]([C@@H:13]([CH2:17][CH:18]2[CH2:22][CH2:21][CH2:20][CH2:19]2)[C:14]([NH:29][C:30]2[CH:34]=[CH:33][N:32]([CH2:35][C:36]([OH:38])([CH3:37])[CH3:39])[N:31]=2)=[O:15])[CH:6]=[CH:7][C:8]=1[S:9]([CH3:12])(=[O:11])=[O:10])#[N:2], predict the reactants needed to synthesize it. The reactants are: [C:1]([C:3]1[CH:4]=[C:5]([C@@H:13]([CH2:17][CH:18]2[CH2:22][CH2:21][CH2:20][CH2:19]2)[C:14](O)=[O:15])[CH:6]=[CH:7][C:8]=1[S:9]([CH3:12])(=[O:11])=[O:10])#[N:2].C(Cl)(=O)C(Cl)=O.[NH2:29][C:30]1[CH:34]=[CH:33][N:32]([CH2:35][C:36]([CH3:39])([OH:38])[CH3:37])[N:31]=1.N1C(C)=CC=CC=1C. (4) The reactants are: [Cl:1][C:2]1[CH:7]=[CH:6][CH:5]=[CH:4][C:3]=1[CH2:8][CH2:9][NH2:10].[CH:11]1([CH:14]=O)[CH2:13][CH2:12]1. Given the product [Cl:1][C:2]1[CH:7]=[CH:6][CH:5]=[CH:4][C:3]=1[CH2:8][CH2:9][NH:10][CH2:14][CH:11]1[CH2:13][CH2:12]1, predict the reactants needed to synthesize it. (5) Given the product [Br:1][CH2:2][C:3]1([CH2:8][Br:9])[CH2:6][O:7][C:11]([CH3:13])([CH3:10])[O:5][CH2:4]1, predict the reactants needed to synthesize it. The reactants are: [Br:1][CH2:2][C:3]([CH2:8][Br:9])([CH2:6][OH:7])[CH2:4][OH:5].[CH3:10][C:11]([CH3:13])=O.COC(OC)(C)C.